From a dataset of Peptide-MHC class II binding affinity with 134,281 pairs from IEDB. Regression. Given a peptide amino acid sequence and an MHC pseudo amino acid sequence, predict their binding affinity value. This is MHC class II binding data. (1) The peptide sequence is HYLALLVKYAAGDGN. The MHC is DRB1_1101 with pseudo-sequence DRB1_1101. The binding affinity (normalized) is 0.795. (2) The peptide sequence is FDNTYLFNILYKDVINAP. The MHC is DRB1_0101 with pseudo-sequence DRB1_0101. The binding affinity (normalized) is 0.104. (3) The peptide sequence is WGAIWRIDTPDKLTG. The MHC is DRB3_0202 with pseudo-sequence DRB3_0202. The binding affinity (normalized) is 0.417. (4) The MHC is HLA-DPA10201-DPB10101 with pseudo-sequence HLA-DPA10201-DPB10101. The binding affinity (normalized) is 0.870. The peptide sequence is EKKPFAATQFEPLAA. (5) The peptide sequence is EKKYFAATQFEFLAA. The MHC is HLA-DQA10301-DQB10302 with pseudo-sequence HLA-DQA10301-DQB10302. The binding affinity (normalized) is 0.469. (6) The peptide sequence is TRLFTIRQEMANRGL. The MHC is DRB1_0802 with pseudo-sequence DRB1_0802. The binding affinity (normalized) is 0.561. (7) The peptide sequence is SGNLVMFQMQDHQLI. The MHC is HLA-DPA10201-DPB11401 with pseudo-sequence HLA-DPA10201-DPB11401. The binding affinity (normalized) is 0.225.